The task is: Regression/Classification. Given a drug SMILES string, predict its absorption, distribution, metabolism, or excretion properties. Task type varies by dataset: regression for continuous measurements (e.g., permeability, clearance, half-life) or binary classification for categorical outcomes (e.g., BBB penetration, CYP inhibition). Dataset: cyp1a2_veith.. This data is from CYP1A2 inhibition data for predicting drug metabolism from PubChem BioAssay. (1) The compound is O=C(c1ccco1)N1CCC[C@@]2(CCN(c3ccccn3)C2)C1. The result is 1 (inhibitor). (2) The molecule is COc1ccc(CCCOc2cc(CCn3ccnc3)ccc2OC)cc1. The result is 1 (inhibitor). (3) The compound is COCCn1c(=O)c(-c2cc(F)cc(F)c2)nc2cnc(N3CCNCC3)nc21. The result is 1 (inhibitor). (4) The compound is CC(=O)Nc1ccc2c(c1)OCCOCCOc1cc(NC(C)=O)ccc1OCCOCCOCCO2. The result is 0 (non-inhibitor). (5) The drug is O=C(CSC1=NCCN1)Nc1ccccc1. The result is 1 (inhibitor). (6) The molecule is COc1ccc2cc3cc(C(=O)NCCc4ccc(OC)c(OC)c4)oc3nc2c1. The result is 1 (inhibitor). (7) The compound is NC(=O)NC(=O)[C@H]1CCCC[C@@H]1C(=O)O. The result is 0 (non-inhibitor).